Task: Predict the reaction yield, written as a fraction of the theoretical maximum amount of product (1.0 means a 100% yield; for example, 0.34 means a 34% yield).. Dataset: Reaction yield outcomes from USPTO patents with 853,638 reactions (1) The reactants are C1(C2NN=C(NC3C(=O)N(C)C=C(C4C=CN=C(N5CCN6C7CCCCC=7C=C6C5=O)C=4CO)C=3)C=2)CC1.C([O-])(=O)C.C([O:47][CH2:48][C:49]1[C:50]([N:81]2[CH2:93][CH2:92][N:84]3[C:85]4[CH2:86][CH2:87][CH2:88][CH2:89][C:90]=4[CH:91]=[C:83]3[C:82]2=[O:94])=[N:51][CH:52]=[CH:53][C:54]=1[C:55]1[CH:60]=[C:59]([NH:61][C:62]2[CH:67]=[CH:66][C:65]([N:68]3[CH2:73][CH2:72][N:71]([CH2:74][C:75]([OH:78])([CH3:77])[CH3:76])[CH2:70][CH2:69]3)=[CH:64][N:63]=2)[C:58](=[O:79])[N:57]([CH3:80])[CH:56]=1)(=O)C.O[Li].O. The catalyst is CC(O)C.C1COCC1.O. The product is [OH:78][C:75]([CH3:77])([CH3:76])[CH2:74][N:71]1[CH2:72][CH2:73][N:68]([C:65]2[CH:66]=[CH:67][C:62]([NH:61][C:59]3[C:58](=[O:79])[N:57]([CH3:80])[CH:56]=[C:55]([C:54]4[CH:53]=[CH:52][N:51]=[C:50]([N:81]5[CH2:93][CH2:92][N:84]6[C:85]7[CH2:86][CH2:87][CH2:88][CH2:89][C:90]=7[CH:91]=[C:83]6[C:82]5=[O:94])[C:49]=4[CH2:48][OH:47])[CH:60]=3)=[N:63][CH:64]=2)[CH2:69][CH2:70]1. The yield is 0.420. (2) The reactants are [CH:1]12[N:7]([C:8]([O:10][C:11]([CH3:14])([CH3:13])[CH3:12])=[O:9])[CH:4]([CH2:5][CH2:6]1)[CH2:3][CH2:2]2.CN(C)CCN(C)C.[Li]CCCC.C1CCCCC1.[Br:34][C:35]1[CH:36]=[C:37]([CH:40]=[CH:41][CH:42]=1)[CH:38]=[O:39]. The catalyst is CCOCC. The product is [Br:34][C:35]1[CH:36]=[C:37]([CH:38]([OH:39])[C:1]23[N:7]([C:8]([O:10][C:11]([CH3:14])([CH3:13])[CH3:12])=[O:9])[CH:4]([CH2:3][CH2:2]2)[CH2:5][CH2:6]3)[CH:40]=[CH:41][CH:42]=1. The yield is 0.580. (3) The reactants are Br.[N+:2]([C:5]1[CH:10]=[CH:9][C:8]([CH2:11][C@@H:12]([C:14]2[N:15]=[C:16]([C:19]3[S:20][CH:21]=[CH:22][CH:23]=3)[S:17][CH:18]=2)[NH2:13])=[CH:7][CH:6]=1)([O-:4])=[O:3].CCN(CC)CC.[CH2:31]([N:38]=[C:39]=[O:40])[C:32]1[CH:37]=[CH:36][CH:35]=[CH:34][CH:33]=1. The catalyst is C(Cl)Cl. The product is [CH2:31]([NH:38][C:39]([NH:13][C@H:12]([C:14]1[N:15]=[C:16]([C:19]2[S:20][CH:21]=[CH:22][CH:23]=2)[S:17][CH:18]=1)[CH2:11][C:8]1[CH:7]=[CH:6][C:5]([N+:2]([O-:4])=[O:3])=[CH:10][CH:9]=1)=[O:40])[C:32]1[CH:37]=[CH:36][CH:35]=[CH:34][CH:33]=1. The yield is 0.960. (4) The reactants are [CH3:1][O:2][C:3]1[CH:12]=[CH:11][C:10]2[C:5](=[C:6]([OH:13])[CH:7]=[CH:8][CH:9]=2)[N:4]=1.Br[CH2:15][C:16]([O:18][CH2:19][CH3:20])=[O:17].C([O-])([O-])=O.[K+].[K+]. The catalyst is CC#N. The product is [CH3:1][O:2][C:3]1[CH:12]=[CH:11][C:10]2[C:5](=[C:6]([O:13][CH2:15][C:16]([O:18][CH2:19][CH3:20])=[O:17])[CH:7]=[CH:8][CH:9]=2)[N:4]=1. The yield is 0.940.